This data is from Catalyst prediction with 721,799 reactions and 888 catalyst types from USPTO. The task is: Predict which catalyst facilitates the given reaction. (1) Reactant: [F-].C([N+](CCCC)(CCCC)CCCC)CCC.[CH3:19][O:20][C:21]1[CH:22]=[CH:23][C:24]2[N:25]([N:31]=[C:32]([C:44]3[CH:49]=[CH:48][CH:47]=[CH:46][CH:45]=3)[C:33]=2[CH2:34][C:35]2[O:39][C:38]([C:40]([O:42][CH3:43])=[O:41])=[CH:37][CH:36]=2)[C:26]=1[Si](C)(C)C.[Cl-].[NH4+]. Product: [CH3:19][O:20][C:21]1[CH:22]=[CH:23][C:24]2[N:25]([N:31]=[C:32]([C:44]3[CH:49]=[CH:48][CH:47]=[CH:46][CH:45]=3)[C:33]=2[CH2:34][C:35]2[O:39][C:38]([C:40]([O:42][CH3:43])=[O:41])=[CH:37][CH:36]=2)[CH:26]=1. The catalyst class is: 7. (2) Reactant: [NH2:1][CH2:2][CH2:3][C:4]1[CH:9]=[CH:8][C:7]([OH:10])=[CH:6][CH:5]=1.[C:11](O[C:11]([O:12][C:13]([CH3:16])([CH3:15])[CH3:14])=[O:17])(=[O:17])[O:12][C:13]([CH3:16])([CH3:15])[CH3:14]. Product: [OH:10][C:7]1[CH:8]=[CH:9][C:4]([CH2:3][CH2:2][NH:1][C:11](=[O:17])[O:12][C:13]([CH3:16])([CH3:15])[CH3:14])=[CH:5][CH:6]=1. The catalyst class is: 1. (3) Reactant: C([O:8][C:9]1[C:14]([CH2:15][N:16]2[CH2:25][CH2:24][C:23]3[C:18](=[C:19]([Cl:35])[C:20]([C@@H:27]([CH:30]4[CH2:34][CH2:33][CH2:32][O:31]4)[CH2:28][OH:29])=[CH:21][C:22]=3[Cl:26])[C:17]2=[O:36])=[C:13]([CH3:37])[CH:12]=[C:11]([CH3:38])[N:10]=1)C1C=CC=CC=1. Product: [Cl:26][C:22]1[CH:21]=[C:20]([C@@H:27]([C@H:30]2[CH2:34][CH2:33][CH2:32][O:31]2)[CH2:28][OH:29])[C:19]([Cl:35])=[C:18]2[C:23]=1[CH2:24][CH2:25][N:16]([CH2:15][C:14]1[C:9](=[O:8])[NH:10][C:11]([CH3:38])=[CH:12][C:13]=1[CH3:37])[C:17]2=[O:36]. The catalyst class is: 55. (4) Reactant: [I:1][C:2]1[CH:7]=[CH:6][C:5]([C:8](OC)=[C:9]([C:12]#[N:13])[C:10]#[N:11])=[CH:4][CH:3]=1.C(N(CC)CC)C.Cl.[CH2:24]([O:31][C:32]([N:34]1[CH2:39][CH2:38][CH2:37][CH:36]([NH:40][NH2:41])[CH2:35]1)=[O:33])[C:25]1[CH:30]=[CH:29][CH:28]=[CH:27][CH:26]=1. Product: [NH2:13][C:12]1[N:40]([CH:36]2[CH2:37][CH2:38][CH2:39][N:34]([C:32]([O:31][CH2:24][C:25]3[CH:30]=[CH:29][CH:28]=[CH:27][CH:26]=3)=[O:33])[CH2:35]2)[N:41]=[C:8]([C:5]2[CH:6]=[CH:7][C:2]([I:1])=[CH:3][CH:4]=2)[C:9]=1[C:10]#[N:11]. The catalyst class is: 8. (5) Reactant: [Br:1][C:2]1[CH:6]=[N:5][N:4]([CH3:7])[C:3]=1[NH:8][C:9]1[CH:14]=[CH:13][CH:12]=[C:11]([NH2:15])[CH:10]=1.[Cl:16][C:17]1[CH:22]=[CH:21][C:20]([N:23]=[C:24]=[O:25])=[CH:19][CH:18]=1. Product: [Br:1][C:2]1[CH:6]=[N:5][N:4]([CH3:7])[C:3]=1[NH:8][C:9]1[CH:10]=[C:11]([NH:15][C:24]([NH:23][C:20]2[CH:21]=[CH:22][C:17]([Cl:16])=[CH:18][CH:19]=2)=[O:25])[CH:12]=[CH:13][CH:14]=1. The catalyst class is: 2.